This data is from Retrosynthesis with 50K atom-mapped reactions and 10 reaction types from USPTO. The task is: Predict the reactants needed to synthesize the given product. (1) Given the product CS(=O)(=O)c1ccc(-n2cnc3ccc(-c4ccnn4-c4ccc(Cl)cc4)cc32)cc1, predict the reactants needed to synthesize it. The reactants are: CS(=O)(=O)c1ccc(-n2cnc3ccc(Br)cc32)cc1.OB(O)c1ccnn1-c1ccc(Cl)cc1. (2) Given the product CCOC(=O)c1cc(OCC(=O)N2CCC[C@H]2C(=O)O)n(-c2ccccc2)n1, predict the reactants needed to synthesize it. The reactants are: CCOC(=O)c1cc(OCC(=O)N2CCC[C@H]2C(=O)OCc2ccccc2)n(-c2ccccc2)n1. (3) Given the product COC(=O)c1cc(C)c(-c2cnc(OC)c(-c3cnc(SC)nc3CN3C(=O)O[C@H](c4cc(C(F)(F)F)cc(C(F)(F)F)c4)[C@@H]3C)c2)c(C)c1, predict the reactants needed to synthesize it. The reactants are: COC(=O)c1cc(C)c(-c2cnc(OC)c(Br)c2)c(C)c1.CSc1ncc(B2OC(C)(C)C(C)(C)O2)c(CN2C(=O)O[C@H](c3cc(C(F)(F)F)cc(C(F)(F)F)c3)[C@@H]2C)n1. (4) The reactants are: C1CNCCN1.ClCc1nc(-c2ccc3c(c2)OCO3)c2cc3c(cc2n1)OCO3. Given the product c1cc2c(cc1-c1nc(CN3CCNCC3)nc3cc4c(cc13)OCO4)OCO2, predict the reactants needed to synthesize it. (5) Given the product COc1cc(C(=O)N2CCC3(CC2)C[C@@H](O[C@@H](C)CO)c2ccccc2O3)ccc1OC(C)C, predict the reactants needed to synthesize it. The reactants are: COC(=O)[C@H](C)OC1CC2(CCN(C(=O)c3ccc(OC(C)C)c(OC)c3)CC2)Oc2ccccc21. (6) Given the product Cc1cc(S(N)(=O)=O)ccc1NC(=O)c1cc(N(CC(C)C)C2CCCC2)ncn1, predict the reactants needed to synthesize it. The reactants are: CC(C)CNC1CCCC1.Cc1cc(S(N)(=O)=O)ccc1NC(=O)c1cc(Cl)ncn1. (7) Given the product COc1cc(OCc2csc(C3(O)CCC(C(=O)N(C)CC#N)CC3)n2)c2cc(-c3cn4nc(OC)sc4n3)oc2c1, predict the reactants needed to synthesize it. The reactants are: CNCC#N.COc1cc(OCc2csc(C3(O)CCC(C(=O)O)CC3)n2)c2cc(-c3cn4nc(OC)sc4n3)oc2c1.